From a dataset of Forward reaction prediction with 1.9M reactions from USPTO patents (1976-2016). Predict the product of the given reaction. Given the reactants [Br:1][C:2]1[CH:11]=[CH:10][C:5]([C:6]([O:8][CH3:9])=[O:7])=[CH:4][C:3]=1[OH:12].C(=O)([O-])[O-].[K+].[K+].FC(F)(F)S(O[CH2:25][C:26]([F:29])([F:28])[F:27])(=O)=O, predict the reaction product. The product is: [Br:1][C:2]1[CH:11]=[CH:10][C:5]([C:6]([O:8][CH3:9])=[O:7])=[CH:4][C:3]=1[O:12][CH2:25][C:26]([F:29])([F:28])[F:27].